Predict the reaction yield, written as a fraction of the theoretical maximum amount of product (1.0 means a 100% yield; for example, 0.34 means a 34% yield). From a dataset of Reaction yield outcomes from USPTO patents with 853,638 reactions. (1) The reactants are [CH3:1][NH:2][C@@H:3]1[C:8]2[CH:9]=[CH:10][CH:11]=[CH:12][C:7]=2[C@H:6]([C:13]2[CH:14]=[CH:15][C:16]([Cl:20])=[C:17]([Cl:19])[CH:18]=2)[CH2:5][CH2:4]1. The catalyst is C(O)CCC. The product is [CH3:1][NH:2][C@@H:3]1[C:8]2[CH:9]=[CH:10][CH:11]=[CH:12][C:7]=2[C@H:6]([C:13]2[CH:14]=[CH:15][C:16]([Cl:20])=[C:17]([Cl:19])[CH:18]=2)[CH2:5][CH2:4]1.[ClH:19]. The yield is 0.700. (2) The reactants are F[C:2](F)(F)[C:3]([OH:5])=O.FC1C(O)=C(F)C(F)=C(F)C=1F.[C:20](O)(=O)[C:21]1[CH:26]=[CH:25][CH:24]=[N:23][CH:22]=1.O[C:30]1[CH:35]=[CH:34][CH:33]=[CH:32][C:31]=1[C:36](=O)C.[OH-].[K+].O.[NH2:42][NH2:43]. The catalyst is N1C=CC=CC=1. The product is [CH3:36][C:31]1[CH:30]=[CH:2][C:3]([OH:5])=[C:33]([C:34]2[CH:35]=[C:20]([C:21]3[CH:22]=[N:23][CH:24]=[CH:25][CH:26]=3)[NH:43][N:42]=2)[CH:32]=1. The yield is 0.240. (3) The reactants are C([N:8]1[CH2:14][C:13]2[N:15]=[CH:16][C:17]([N:19]3[CH2:24][CH2:23][O:22][CH2:21][CH2:20]3)=[N:18][C:12]=2[O:11][C@@H:10]([CH3:25])[CH2:9]1)C1C=CC=CC=1. The catalyst is [OH-].[OH-].[Pd+2].CO. The product is [CH3:25][C@H:10]1[CH2:9][NH:8][CH2:14][C:13]2[N:15]=[CH:16][C:17]([N:19]3[CH2:24][CH2:23][O:22][CH2:21][CH2:20]3)=[N:18][C:12]=2[O:11]1. The yield is 0.210. (4) The reactants are [Cl:1][C:2]1[CH:3]=[C:4]([CH:20]=[CH:21][CH:22]=1)[C:5]([NH:7][C:8]12[CH2:17][CH:12]3[CH2:13][CH:14]([CH2:16][C:10]([CH:18]=O)([CH2:11]3)[CH2:9]1)[CH2:15]2)=[O:6].[C:23]([O-])([O-])=O.[K+].[K+].[N+](=C(P(=O)(OC)OC)C(=O)C)=[N-]. The catalyst is CO. The product is [Cl:1][C:2]1[CH:3]=[C:4]([CH:20]=[CH:21][CH:22]=1)[C:5]([NH:7][C:8]12[CH2:15][CH:14]3[CH2:13][CH:12]([CH2:11][C:10]([C:18]#[CH:23])([CH2:16]3)[CH2:9]1)[CH2:17]2)=[O:6]. The yield is 0.610. (5) The catalyst is CS(C)=O. The reactants are [CH3:1][C:2]1[S:3][CH:4]=[C:5]([CH3:23])[C:6]=1[C:7]1[C:8]([C:15]2[CH:20]=CC(O)=[CH:17][C:16]=2[F:22])=[N:9][N:10]([CH3:14])[C:11]=1[C:12]#[N:13].[NH2:24][OH:25].CCO[C:29]([CH3:31])=[O:30].O. The product is [CH3:1][C:2]1[S:3][CH:4]=[C:5]([CH3:23])[C:6]=1[C:7]1[C:8]([C:15]2[CH:20]=[CH:31][C:29]([OH:30])=[CH:17][C:16]=2[F:22])=[N:9][N:10]([CH3:14])[C:11]=1[C:12](=[NH:13])[NH:24][OH:25]. The yield is 0.470. (6) The reactants are [CH2:1]([O:3][C:4]([C:6]1[CH2:10][C:9]([O-:11])=[C:8](C(OC)=O)[C:7]=1[CH2:16][CH3:17])=[O:5])[CH3:2].[Na+].[Cl-].[K+].CC(O)=O.C([O-])(O)=O.[Na+]. The catalyst is C1(C)C=CC=CC=1.O. The product is [CH2:16]([C:7]1[CH:6]([C:4]([O:3][CH2:1][CH3:2])=[O:5])[CH2:10][C:9](=[O:11])[CH:8]=1)[CH3:17]. The yield is 0.690.